This data is from Full USPTO retrosynthesis dataset with 1.9M reactions from patents (1976-2016). The task is: Predict the reactants needed to synthesize the given product. Given the product [C:1]([O:5][C@@H:6]([C:12]1[C:13]([CH3:37])=[N:14][C:15]2[N:16]([N:29]=[C:30]([C:32]([OH:34])=[O:33])[CH:31]=2)[C:17]=1[C:18]1[CH:27]=[CH:26][C:21]2[O:22][CH2:23][CH2:24][NH:25][C:20]=2[C:19]=1[Cl:28])[C:7]([O:9][CH2:10][CH3:11])=[O:8])([CH3:4])([CH3:2])[CH3:3], predict the reactants needed to synthesize it. The reactants are: [C:1]([O:5][C@@H:6]([C:12]1[C:13]([CH3:37])=[N:14][C:15]2[N:16]([N:29]=[C:30]([C:32]([O:34]CC)=[O:33])[CH:31]=2)[C:17]=1[C:18]1[CH:27]=[CH:26][C:21]2[O:22][CH2:23][CH2:24][NH:25][C:20]=2[C:19]=1[Cl:28])[C:7]([O:9][CH2:10][CH3:11])=[O:8])([CH3:4])([CH3:3])[CH3:2].[OH-].[Na+].